Dataset: Forward reaction prediction with 1.9M reactions from USPTO patents (1976-2016). Task: Predict the product of the given reaction. (1) Given the reactants NC1N=C(C)NC(=O)C=1O.[OH:11][C:12]1[C:13](=[O:28])[NH:14][C:15]([S:26][CH3:27])=[N:16][C:17]=1[N:18]=NC1C=CC=CC=1, predict the reaction product. The product is: [NH2:18][C:17]1[N:16]=[C:15]([S:26][CH3:27])[NH:14][C:13](=[O:28])[C:12]=1[OH:11]. (2) Given the reactants ClC1C(F)=CC(F)=C(C=1)C(NS(C)(=O)=O)=O.[Cl:17][C:18]1[C:19](F)=[CH:20][C:21]([F:33])=[C:22]([CH:32]=1)[C:23]([NH:25][S:26](=[O:31])(=[O:30])[N:27]([CH3:29])[CH3:28])=[O:24].[C:35]12([CH2:45][OH:46])[CH2:44][CH:39]3[CH2:40][CH:41]([CH2:43][CH:37]([CH2:38]3)C1)C2.C1(CCO)CCCCCC1, predict the reaction product. The product is: [Cl:17][C:18]1[C:19]([O:46][CH2:45][CH2:35][CH:44]2[CH2:38][CH2:37][CH2:43][CH2:41][CH2:40][CH2:39]2)=[CH:20][C:21]([F:33])=[C:22]([CH:32]=1)[C:23]([NH:25][S:26](=[O:31])(=[O:30])[N:27]([CH3:29])[CH3:28])=[O:24]. (3) Given the reactants Br[CH:2]([C:8]1[S:9][CH:10]=[C:11]([C:13]2[CH:18]=[CH:17][C:16]([Cl:19])=[CH:15][CH:14]=2)[N:12]=1)[C:3]([O:5][CH2:6][CH3:7])=[O:4].C([O-])([O-])=O.[K+].[K+].[F:26][C:27]1[C:35]([OH:36])=[CH:34][CH:33]=[C:32]([F:37])[C:28]=1[C:29]([NH2:31])=[O:30], predict the reaction product. The product is: [C:29]([C:28]1[C:27]([F:26])=[C:35]([CH:34]=[CH:33][C:32]=1[F:37])[O:36][CH:2]([C:8]1[S:9][CH:10]=[C:11]([C:13]2[CH:18]=[CH:17][C:16]([Cl:19])=[CH:15][CH:14]=2)[N:12]=1)[C:3]([O:5][CH2:6][CH3:7])=[O:4])(=[O:30])[NH2:31]. (4) The product is: [NH2:31][C:7]1[CH:8]=[C:9]([N:12]2[CH:16]=[CH:15][N:14]([C:17]3[CH:22]=[CH:21][C:20]([O:23][C:24]4[CH:25]=[CH:26][CH:27]=[CH:28][CH:29]=4)=[CH:19][CH:18]=3)[C:13]2=[O:30])[CH:10]=[CH:11][C:6]=1[NH:5][CH2:4][CH2:3][N:2]([CH3:34])[CH3:1]. Given the reactants [CH3:1][N:2]([CH3:34])[CH2:3][CH2:4][NH:5][C:6]1[CH:11]=[CH:10][C:9]([N:12]2[CH:16]=[CH:15][N:14]([C:17]3[CH:22]=[CH:21][C:20]([O:23][C:24]4[CH:29]=[CH:28][CH:27]=[CH:26][CH:25]=4)=[CH:19][CH:18]=3)[C:13]2=[O:30])=[CH:8][C:7]=1[N+:31]([O-])=O, predict the reaction product. (5) The product is: [Cl:1][Si:2]([C:9]1[CH:10]=[CH:11][CH:12]=[CH:13][CH:14]=1)([C:3]1[CH:8]=[CH:7][CH:6]=[CH:5][CH:4]=1)[CH2:19][CH2:18][CH2:17][CH2:16][C:15]([O:21][CH2:22][C:23]1[CH:28]=[CH:27][CH:26]=[CH:25][CH:24]=1)=[O:20]. Given the reactants [Cl:1][SiH:2]([C:9]1[CH:14]=[CH:13][CH:12]=[CH:11][CH:10]=1)[C:3]1[CH:8]=[CH:7][CH:6]=[CH:5][CH:4]=1.[C:15]([O:21][CH2:22][C:23]1[CH:28]=[CH:27][CH:26]=[CH:25][CH:24]=1)(=[O:20])[CH2:16][CH2:17][CH:18]=[CH2:19], predict the reaction product. (6) Given the reactants [CH2:1]([O:3][C:4]([N:6]1[CH2:11][CH2:10][N:9]([C:12](=[O:56])[C@@H:13]([NH:23][C:24]([C:26]2[CH:30]=[C:29]([O:31][CH2:32][C:33](=[O:49])[NH:34][C:35]3([C:39]([O:41]CC4C=CC=CC=4)=[O:40])[CH2:38][CH2:37][CH2:36]3)[N:28]([C:50]3[CH:55]=[CH:54][CH:53]=[CH:52][CH:51]=3)[N:27]=2)=[O:25])[CH2:14][CH2:15][C:16]([O:18][C:19]([CH3:22])([CH3:21])[CH3:20])=[O:17])[CH2:8][CH2:7]1)=[O:5])[CH3:2], predict the reaction product. The product is: [CH2:1]([O:3][C:4]([N:6]1[CH2:7][CH2:8][N:9]([C:12](=[O:56])[C@@H:13]([NH:23][C:24]([C:26]2[CH:30]=[C:29]([O:31][CH2:32][C:33](=[O:49])[NH:34][C:35]3([C:39]([OH:41])=[O:40])[CH2:38][CH2:37][CH2:36]3)[N:28]([C:50]3[CH:55]=[CH:54][CH:53]=[CH:52][CH:51]=3)[N:27]=2)=[O:25])[CH2:14][CH2:15][C:16]([O:18][C:19]([CH3:22])([CH3:21])[CH3:20])=[O:17])[CH2:10][CH2:11]1)=[O:5])[CH3:2].